Task: Binary Classification. Given a miRNA mature sequence and a target amino acid sequence, predict their likelihood of interaction.. Dataset: Experimentally validated miRNA-target interactions with 360,000+ pairs, plus equal number of negative samples (1) The miRNA is mmu-miR-297c-5p with sequence AUGUAUGUGUGCAUGUACAUGU. The protein sequence of the target gene is MNPQCARCGKVVYPTEKVNCLDKYWHKGCFHCEVCKMALNMNNYKGYEKKPYCNAHYPKQSFTTVADTPENLRLKQQSELQSQVKYKRDFEESKGRGFSIVTDTPELQRLKRTQEQISNVKYHEDFEKTKGRGFTPVVDDPVTERVRKSTQVVSDAAYKGVQPHVVEMDRRPGIIVAPVLPGAYQQSHSQGYGYMHQTSVSSMRSMQPPAHLRTYRAMYDYSAQDEDEVSFRDGDYIVNVQPIDDGWMYGTVQRTGRTGMLPANYIEFVN. Result: 0 (no interaction). (2) The miRNA is mmu-miR-880-3p with sequence UACUCCAUCCUCUCUGAGUAGA. The protein sequence of the target gene is MSGGLLKALRSDSYVELSQYRDQHFRGDNEEQEKLLKKSCTLYVGNLSFYTTEEQIYELFSKSGDIKKIIMGLDKMKKTACGFCFVEYYSRADAENAMRYINGTRLDDRIIRTDWDAGFKEGRQYGRGRSGGQVRDEYRQDYDAGRGGYGKLAQNQ. Result: 0 (no interaction). (3) The miRNA is hsa-miR-513b-5p with sequence UUCACAAGGAGGUGUCAUUUAU. The protein sequence of the target gene is MAESEDRSLRIVLVGKTGSGKSATANTILGEEIFDSRIAAQAVTKNCQKASREWQGRDLLVVDTPGLFDTKESLDTTCKEISRCIISSCPGPHAIVLVLLLGRYTEEEQKTVALIKAVFGKSAMKHMVILFTRKEELEGQSFHDFIADADVGLKSIVKECGNRCCAFSNSKKTSKAEKESQVQELVELIEKMVQCNEGAYFSDDIYKDTEERLKQREEVLRKIYTDQLNEEIKLVEEDKHKSEEEKEKEIKLLKLKYDEKIKNIREEAERNIFKDVFNRIWKMLSEIWHRFLSKCKFYSS.... Result: 1 (interaction).